Dataset: Reaction yield outcomes from USPTO patents with 853,638 reactions. Task: Predict the reaction yield, written as a fraction of the theoretical maximum amount of product (1.0 means a 100% yield; for example, 0.34 means a 34% yield). (1) The reactants are [CH2:1]([N:8]1[C:13](=[O:14])[C:12]([CH3:15])=[C:11]2[S:16][C:17]([C:19](O)=[O:20])=[CH:18][N:10]2[C:9]1=[O:22])[C:2]1[CH:7]=[CH:6][CH:5]=[CH:4][CH:3]=1.[NH2:23][CH2:24][C:25]1[N:26]=[CH:27][S:28][CH:29]=1.O.ON1C2C=CC=CC=2N=N1.Cl.CN(C)CCCN=C=NCC. The catalyst is CN(C)C=O. The product is [S:28]1[CH:29]=[C:25]([CH2:24][NH:23][C:19]([C:17]2[S:16][C:11]3[N:10]([C:9](=[O:22])[N:8]([CH2:1][C:2]4[CH:7]=[CH:6][CH:5]=[CH:4][CH:3]=4)[C:13](=[O:14])[C:12]=3[CH3:15])[CH:18]=2)=[O:20])[N:26]=[CH:27]1. The yield is 0.600. (2) The reactants are [NH2:1][C:2]1[C:10]2[NH:9][C:8]3[CH2:11][CH2:12][N:13]([C:15]([O:17][C:18]([CH3:21])([CH3:20])[CH3:19])=[O:16])[CH2:14][C:7]=3[C:6]=2[CH:5]=[CH:4][CH:3]=1.C([O-])([O-])=O.[K+].[K+].Cl[C:29]([O:31][CH2:32][CH3:33])=[O:30]. The catalyst is C(Cl)Cl.O. The product is [CH2:32]([O:31][C:29]([NH:1][C:2]1[C:10]2[NH:9][C:8]3[CH2:11][CH2:12][N:13]([C:15]([O:17][C:18]([CH3:21])([CH3:20])[CH3:19])=[O:16])[CH2:14][C:7]=3[C:6]=2[CH:5]=[CH:4][CH:3]=1)=[O:30])[CH3:33]. The yield is 1.00.